This data is from Reaction yield outcomes from USPTO patents with 853,638 reactions. The task is: Predict the reaction yield, written as a fraction of the theoretical maximum amount of product (1.0 means a 100% yield; for example, 0.34 means a 34% yield). (1) The reactants are [F:1][C:2]1[CH:7]=[CH:6][C:5]([C:8]2[C:12](/[CH:13]=[CH:14]/[C:15]3[CH:16]=[C:17]([C:20]([OH:22])=O)[NH:18][N:19]=3)=[C:11]([CH3:23])[O:10][N:9]=2)=[CH:4][CH:3]=1.[CH:24]([NH2:27])([CH3:26])[CH3:25]. No catalyst specified. The product is [CH:24]([NH:27][C:20]([C:17]1[NH:18][N:19]=[C:15](/[CH:14]=[CH:13]/[C:12]2[C:8]([C:5]3[CH:4]=[CH:3][C:2]([F:1])=[CH:7][CH:6]=3)=[N:9][O:10][C:11]=2[CH3:23])[CH:16]=1)=[O:22])([CH3:26])[CH3:25]. The yield is 0.530. (2) The reactants are [CH3:1][O:2][C:3]1[CH:4]=[C:5]([CH:9]=[CH:10][CH:11]=1)[C:6]([NH2:8])=[O:7].[H-].[Na+].C[O:15][CH2:16][CH2:17]OC. No catalyst specified. The product is [CH3:1][O:2][C:3]1[CH:4]=[C:5]([C:6]2[O:7][CH2:17][C:16](=[O:15])[N:8]=2)[CH:9]=[CH:10][CH:11]=1. The yield is 0.260. (3) The reactants are [NH2:1][C:2]1[CH:3]=[C:4]([CH:21]=[CH:22][C:23]=1[CH3:24])[O:5][C:6]1[CH:7]=[CH:8][C:9]2[N:10]([CH:12]=[C:13]([NH:15][C:16]([CH:18]3[CH2:20][CH2:19]3)=[O:17])[N:14]=2)[N:11]=1.[C:25]1([C:30](O)=[O:31])[CH2:29][CH2:28][CH2:27][CH:26]=1.ON1C2C=CC=CC=2N=N1.C(N(CC)C(C)C)(C)C. The catalyst is CN(C)C(=O)C. The product is [CH:18]1([C:16]([NH:15][C:13]2[N:14]=[C:9]3[CH:8]=[CH:7][C:6]([O:5][C:4]4[CH:21]=[CH:22][C:23]([CH3:24])=[C:2]([NH:1][C:30]([C:25]5[CH2:29][CH2:28][CH2:27][CH:26]=5)=[O:31])[CH:3]=4)=[N:11][N:10]3[CH:12]=2)=[O:17])[CH2:20][CH2:19]1. The yield is 0.210. (4) The reactants are [NH2:1][C:2]1[CH:7]=[C:6]([Br:8])[CH:5]=[CH:4][C:3]=1[NH:9][C@@H:10]([CH3:13])[CH2:11][OH:12].[C:14]1([CH3:24])[CH:19]=[CH:18][C:17]([S:20](Cl)(=[O:22])=[O:21])=[CH:16][CH:15]=1. The catalyst is N1C=CC=CC=1. The product is [Br:8][C:6]1[CH:5]=[CH:4][C:3]([NH:9][C@@H:10]([CH3:13])[CH2:11][OH:12])=[C:2]([NH:1][S:20]([C:17]2[CH:18]=[CH:19][C:14]([CH3:24])=[CH:15][CH:16]=2)(=[O:22])=[O:21])[CH:7]=1. The yield is 1.10. (5) The reactants are C(O[C:4]([C@H:6]1[C@@H:11]([N:12]([C:18](=[O:33])[CH2:19][C:20]2[NH:25][C:24]3[CH:26]=[CH:27][C:28]([I:30])=[CH:29][C:23]=3[S:22](=[O:32])(=[O:31])[N:21]=2)[CH2:13][CH2:14][CH:15]([CH3:17])[CH3:16])[C@H:10]2[CH2:34][C@@H:7]1[CH2:8][CH2:9]2)=[O:5])C.[O-]CC.[Na+].Cl. The catalyst is C(O)C. The product is [OH:5][C:4]1[C@H:6]2[C@H:11]([C@H:10]3[CH2:34][C@@H:7]2[CH2:8][CH2:9]3)[N:12]([CH2:13][CH2:14][CH:15]([CH3:17])[CH3:16])[C:18](=[O:33])[C:19]=1[C:20]1[NH:25][C:24]2[CH:26]=[CH:27][C:28]([I:30])=[CH:29][C:23]=2[S:22](=[O:32])(=[O:31])[N:21]=1. The yield is 0.403. (6) The reactants are [Cl:1][C:2]1[CH:3]=[CH:4][C:5]([O:10][CH2:11][C@@H:12]([F:34])[CH2:13][O:14]C(C2C=CC=CC=2)(C2C=CC=CC=2)C2C=CC=CC=2)=[C:6]([CH:9]=1)[C:7]#[N:8].C1(C)C(CO)=CC=CC=1.S(=O)(=O)(O)O.[OH-].[Na+]. No catalyst specified. The product is [Cl:1][C:2]1[CH:3]=[CH:4][C:5]([O:10][CH2:11][C@@H:12]([F:34])[CH2:13][OH:14])=[C:6]([CH:9]=1)[C:7]#[N:8]. The yield is 0.880. (7) The reactants are [F:1][CH:2]([F:23])[O:3][C:4]1[CH:9]=[CH:8][C:7]([C:10]#[C:11][C:12]2[CH:13]=[C:14]([CH:18]3OCC[O:19]3)[CH:15]=[CH:16][CH:17]=2)=[CH:6][CH:5]=1.C1COCC1.Cl. The catalyst is O. The product is [F:1][CH:2]([F:23])[O:3][C:4]1[CH:9]=[CH:8][C:7]([C:10]#[C:11][C:12]2[CH:13]=[C:14]([CH:15]=[CH:16][CH:17]=2)[CH:18]=[O:19])=[CH:6][CH:5]=1. The yield is 0.950. (8) The reactants are [F:1][C:2]1[CH:7]=[CH:6][C:5]([F:8])=[CH:4][C:3]=1[CH2:9][CH:10]([NH:12][C:13]1[CH:18]=[CH:17][NH:16][C:15](=[O:19])[C:14]=1[C:20]1[NH:38][C:23]2=[CH:24][C:25]3[C:26](=[O:37])[N:27]([CH2:32][CH2:33][N:34]([CH3:36])[CH3:35])[C:28](=O)[C:29]=3[CH:30]=[C:22]2[N:21]=1)[CH3:11]. The catalyst is C(O)(=O)C.[Zn]. The product is [F:1][C:2]1[CH:7]=[CH:6][C:5]([F:8])=[CH:4][C:3]=1[CH2:9][CH:10]([NH:12][C:13]1[CH:18]=[CH:17][NH:16][C:15](=[O:19])[C:14]=1[C:20]1[NH:21][C:22]2=[CH:30][C:29]3[CH2:28][N:27]([CH2:32][CH2:33][N:34]([CH3:35])[CH3:36])[C:26](=[O:37])[C:25]=3[CH:24]=[C:23]2[N:38]=1)[CH3:11]. The yield is 0.773. (9) The reactants are [CH3:1][O:2][C:3]1[CH:4]=[C:5]([CH:8]=[CH:9][CH:10]=1)[CH2:6][Cl:7].N1C=CC=CC=1.[Br:17]Br.C(OCC)(=O)C. The catalyst is ClCCl.S([O-])([O-])(=O)=S.[Na+].[Na+]. The product is [Br:17][C:8]1[CH:9]=[CH:10][C:3]([O:2][CH3:1])=[CH:4][C:5]=1[CH2:6][Cl:7]. The yield is 0.770. (10) The reactants are [CH3:1][C:2]1[C:6]([CH2:7][N:8]2[CH:12]=[C:11]([N:13]3[C:17](=[O:18])[N:16]([CH3:19])[NH:15][C:14]3=[O:20])[CH:10]=[N:9]2)=[C:5]([CH3:21])[O:4][N:3]=1.BrC[CH2:24][C:25]1[CH:30]=[CH:29][C:28](F)=[CH:27][CH:26]=1. No catalyst specified. The product is [CH2:24]([N:15]1[C:14](=[O:20])[N:13]([C:11]2[CH:10]=[N:9][N:8]([CH2:7][C:6]3[C:2]([CH3:1])=[N:3][O:4][C:5]=3[CH3:21])[CH:12]=2)[C:17](=[O:18])[N:16]1[CH3:19])[C:25]1[CH:30]=[CH:29][CH:28]=[CH:27][CH:26]=1. The yield is 0.140.